This data is from Forward reaction prediction with 1.9M reactions from USPTO patents (1976-2016). The task is: Predict the product of the given reaction. (1) Given the reactants [Cl:1][CH2:2][CH2:3][CH2:4][CH2:5][N:6]1[C:11](=[O:12])[NH:10][C:9](=[O:13])[C:8]([CH3:14])=[N:7]1.[C:15]([C:19]1[N:24]=[C:23]([N:25]2[CH2:30][CH2:29][NH:28][CH2:27][CH2:26]2)[CH:22]=[C:21]([CH2:31][CH2:32][CH3:33])[N:20]=1)([CH3:18])([CH3:17])[CH3:16], predict the reaction product. The product is: [ClH:1].[C:15]([C:19]1[N:24]=[C:23]([N:25]2[CH2:30][CH2:29][N:28]([CH2:2][CH2:3][CH2:4][CH2:5][N:6]3[C:11](=[O:12])[NH:10][C:9](=[O:13])[C:8]([CH3:14])=[N:7]3)[CH2:27][CH2:26]2)[CH:22]=[C:21]([CH2:31][CH2:32][CH3:33])[N:20]=1)([CH3:18])([CH3:17])[CH3:16]. (2) The product is: [CH:42]1([C:48]2([CH2:52][CH2:53][CH2:54][CH2:55][CH3:56])[CH2:49][N:50]([C:24](=[O:26])[C@H:23]([NH:22][C:20](=[O:21])[O:19][C:15]([CH3:16])([CH3:17])[CH3:18])[CH2:27][C:28]3[CH:33]=[CH:32][C:31]([O:34][CH3:35])=[CH:30][CH:29]=3)[CH2:51]2)[CH2:43][CH2:44][CH2:45][CH2:46][CH2:47]1. Given the reactants C(Cl)CCl.C1C=CC2N(O)N=NC=2C=1.[C:15]([O:19][C:20]([NH:22][C@H:23]([CH2:27][C:28]1[CH:33]=[CH:32][C:31]([O:34][CH3:35])=[CH:30][CH:29]=1)[C:24]([OH:26])=O)=[O:21])([CH3:18])([CH3:17])[CH3:16].C(O)(=O)C(O)=O.[CH:42]1([C:48]2([CH2:52][CH2:53][CH2:54][CH2:55][CH3:56])[CH2:51][NH:50][CH2:49]2)[CH2:47][CH2:46][CH2:45][CH2:44][CH2:43]1.C(N(CC)CC)C, predict the reaction product.